Dataset: Full USPTO retrosynthesis dataset with 1.9M reactions from patents (1976-2016). Task: Predict the reactants needed to synthesize the given product. (1) Given the product [N:5]1[CH:6]=[CH:7][CH:8]=[CH:9][C:4]=1[CH2:3][N:10]([CH2:11][C:12]([OH:14])=[O:13])[CH2:3][C:4]1[CH:9]=[CH:8][CH:7]=[CH:6][N:5]=1, predict the reactants needed to synthesize it. The reactants are: Cl.Cl[CH2:3][C:4]1[CH:9]=[CH:8][CH:7]=[CH:6][N:5]=1.[NH2:10][CH2:11][C:12]([OH:14])=[O:13].[OH-].[Na+]. (2) Given the product [CH3:30][O:29][C:24]1[CH:23]=[C:22]([O:31][CH3:32])[CH:21]=[C:20]2[C:25]=1[C:26](=[O:28])[NH:27][C:18]([C:15]1[N:14]=[C:13]([C:33]3[CH:43]=[CH:42][C:36]([C:37]([N:39]([CH3:41])[CH3:40])=[O:38])=[CH:35][CH:34]=3)[C:12]([O:11][CH2:10][CH2:9][OH:8])=[CH:17][CH:16]=1)=[N:19]2, predict the reactants needed to synthesize it. The reactants are: [Si]([O:8][CH2:9][CH2:10][O:11][C:12]1[C:13]([C:33]2[CH:43]=[CH:42][C:36]([C:37]([N:39]([CH3:41])[CH3:40])=[O:38])=[CH:35][CH:34]=2)=[N:14][C:15]([C:18]2[NH:27][C:26](=[O:28])[C:25]3[C:20](=[CH:21][C:22]([O:31][CH3:32])=[CH:23][C:24]=3[O:29][CH3:30])[N:19]=2)=[CH:16][CH:17]=1)(C(C)(C)C)(C)C.[F-].C([N+](CCCC)(CCCC)CCCC)CCC. (3) Given the product [F:18][C:19]1[CH:27]=[CH:26][C:25]([F:28])=[CH:24][C:20]=1[C:21]([NH:1][C:2]1[CH:7]=[CH:6][CH:5]=[C:4]([S:8](=[O:9])(=[O:10])[NH2:11])[CH:3]=1)=[O:22], predict the reactants needed to synthesize it. The reactants are: [NH2:1][C:2]1[CH:3]=[C:4]([S:8]([NH2:11])(=[O:10])=[O:9])[CH:5]=[CH:6][CH:7]=1.N1C=CC=CC=1.[F:18][C:19]1[CH:27]=[CH:26][C:25]([F:28])=[CH:24][C:20]=1[C:21](Cl)=[O:22].